This data is from NCI-60 drug combinations with 297,098 pairs across 59 cell lines. The task is: Regression. Given two drug SMILES strings and cell line genomic features, predict the synergy score measuring deviation from expected non-interaction effect. (1) Drug 1: CC1C(C(CC(O1)OC2CC(OC(C2O)C)OC3=CC4=CC5=C(C(=O)C(C(C5)C(C(=O)C(C(C)O)O)OC)OC6CC(C(C(O6)C)O)OC7CC(C(C(O7)C)O)OC8CC(C(C(O8)C)O)(C)O)C(=C4C(=C3C)O)O)O)O. Drug 2: CN(CC1=CN=C2C(=N1)C(=NC(=N2)N)N)C3=CC=C(C=C3)C(=O)NC(CCC(=O)O)C(=O)O. Cell line: NCIH23. Synergy scores: CSS=57.9, Synergy_ZIP=0.606, Synergy_Bliss=-0.996, Synergy_Loewe=-6.63, Synergy_HSA=-3.66. (2) Drug 1: CN1CCC(CC1)COC2=C(C=C3C(=C2)N=CN=C3NC4=C(C=C(C=C4)Br)F)OC. Drug 2: CC(C)CN1C=NC2=C1C3=CC=CC=C3N=C2N. Cell line: SN12C. Synergy scores: CSS=15.8, Synergy_ZIP=0.997, Synergy_Bliss=1.10, Synergy_Loewe=-1.95, Synergy_HSA=1.06. (3) Drug 1: CS(=O)(=O)CCNCC1=CC=C(O1)C2=CC3=C(C=C2)N=CN=C3NC4=CC(=C(C=C4)OCC5=CC(=CC=C5)F)Cl. Drug 2: B(C(CC(C)C)NC(=O)C(CC1=CC=CC=C1)NC(=O)C2=NC=CN=C2)(O)O. Cell line: T-47D. Synergy scores: CSS=44.6, Synergy_ZIP=-1.79, Synergy_Bliss=-3.00, Synergy_Loewe=-18.4, Synergy_HSA=-0.678. (4) Synergy scores: CSS=57.4, Synergy_ZIP=13.2, Synergy_Bliss=13.8, Synergy_Loewe=-33.8, Synergy_HSA=11.8. Drug 1: CC1=CC2C(CCC3(C2CCC3(C(=O)C)OC(=O)C)C)C4(C1=CC(=O)CC4)C. Drug 2: C1C(C(OC1N2C=NC(=NC2=O)N)CO)O. Cell line: HL-60(TB). (5) Drug 1: CN1CCC(CC1)COC2=C(C=C3C(=C2)N=CN=C3NC4=C(C=C(C=C4)Br)F)OC. Cell line: UO-31. Drug 2: CC(C)CN1C=NC2=C1C3=CC=CC=C3N=C2N. Synergy scores: CSS=19.9, Synergy_ZIP=-2.54, Synergy_Bliss=-0.721, Synergy_Loewe=-4.45, Synergy_HSA=-0.513.